This data is from Reaction yield outcomes from USPTO patents with 853,638 reactions. The task is: Predict the reaction yield, written as a fraction of the theoretical maximum amount of product (1.0 means a 100% yield; for example, 0.34 means a 34% yield). The reactants are [CH3:1][Mg+].[Br-].[CH2:4]([O:11][C:12]1[CH:17]=[CH:16][C:15]([N:18]2[CH:23]=[C:22]([O:24][CH3:25])[C:21](=[O:26])[C:20]([C:27](N(OC)C)=[O:28])=[N:19]2)=[C:14]([F:33])[CH:13]=1)[C:5]1[CH:10]=[CH:9][CH:8]=[CH:7][CH:6]=1. The catalyst is C1COCC1. The product is [C:27]([C:20]1[C:21](=[O:26])[C:22]([O:24][CH3:25])=[CH:23][N:18]([C:15]2[CH:16]=[CH:17][C:12]([O:11][CH2:4][C:5]3[CH:10]=[CH:9][CH:8]=[CH:7][CH:6]=3)=[CH:13][C:14]=2[F:33])[N:19]=1)(=[O:28])[CH3:1]. The yield is 0.850.